Dataset: Catalyst prediction with 721,799 reactions and 888 catalyst types from USPTO. Task: Predict which catalyst facilitates the given reaction. Reactant: [CH2:1]([O:8][C:9]1[C:17]([O:18][CH3:19])=[CH:16][CH:15]=[CH:14][C:10]=1[C:11]([OH:13])=O)[C:2]1[CH:7]=[CH:6][CH:5]=[CH:4][CH:3]=1.S(Cl)(Cl)=O.[N:24]1[CH:29]=[CH:28][CH:27]=[CH:26][C:25]=1[CH:30]([NH:37][C:38]([C:40]1[CH:41]=[N:42][C:43]2[C:48]([CH:49]=1)=[CH:47][CH:46]=[C:45]([NH2:50])[CH:44]=2)=[O:39])[C:31]1[CH:36]=[CH:35][CH:34]=[CH:33][N:32]=1.N1C=CC=CC=1. Product: [N:32]1[CH:33]=[CH:34][CH:35]=[CH:36][C:31]=1[CH:30]([NH:37][C:38]([C:40]1[CH:41]=[N:42][C:43]2[C:48]([CH:49]=1)=[CH:47][CH:46]=[C:45]([NH:50][C:11](=[O:13])[C:10]1[CH:14]=[CH:15][CH:16]=[C:17]([O:18][CH3:19])[C:9]=1[O:8][CH2:1][C:2]1[CH:3]=[CH:4][CH:5]=[CH:6][CH:7]=1)[CH:44]=2)=[O:39])[C:25]1[CH:26]=[CH:27][CH:28]=[CH:29][N:24]=1. The catalyst class is: 695.